Dataset: Forward reaction prediction with 1.9M reactions from USPTO patents (1976-2016). Task: Predict the product of the given reaction. (1) Given the reactants [Br:1][C:2]1[S:6][CH:5]=[C:4]([C:7]([NH2:10])([CH3:9])[CH3:8])[CH:3]=1.[C:11](=O)([O:22][CH:23]1[CH:28]2[CH2:29][CH2:30][N:25]([CH2:26][CH2:27]2)[CH2:24]1)[O:12]C1C=CC([N+]([O-])=O)=CC=1, predict the reaction product. The product is: [Br:1][C:2]1[S:6][CH:5]=[C:4]([C:7]2([NH:10][C:11](=[O:12])[O:22][CH:23]3[CH:28]4[CH2:27][CH2:26][N:25]([CH2:30][CH2:29]4)[CH2:24]3)[CH2:9][CH2:8]2)[CH:3]=1. (2) Given the reactants [NH2:1][CH2:2][C@@H:3]1[CH2:8][CH2:7][C@H:6]([NH:9][C:10]2[CH:19]=[CH:18][C:17]3[C:12](=[CH:13][CH:14]=[CH:15][CH:16]=3)[N:11]=2)[CH2:5][CH2:4]1.[F:20][C:21]1[CH:22]=[C:23]([CH:27]=[CH:28][C:29]=1[F:30])[C:24](O)=[O:25].CCN(CC)CC.C1C=CC2N(O)N=NC=2C=1.O.CCN=C=NCCCN(C)C.[ClH:60], predict the reaction product. The product is: [ClH:60].[F:20][C:21]1[CH:22]=[C:23]([CH:27]=[CH:28][C:29]=1[F:30])[C:24]([NH:1][CH2:2][C@H:3]1[CH2:4][CH2:5][C@@H:6]([NH:9][C:10]2[CH:19]=[CH:18][C:17]3[C:12](=[CH:13][CH:14]=[CH:15][CH:16]=3)[N:11]=2)[CH2:7][CH2:8]1)=[O:25].